From a dataset of Reaction yield outcomes from USPTO patents with 853,638 reactions. Predict the reaction yield, written as a fraction of the theoretical maximum amount of product (1.0 means a 100% yield; for example, 0.34 means a 34% yield). (1) The reactants are [Br:1][C:2]1[CH:3]=[C:4]([F:10])[C:5]([F:9])=[C:6]([OH:8])[CH:7]=1.Br[CH2:12][CH2:13][CH2:14][C:15]([O:17][CH2:18][CH3:19])=[O:16].C([O-])([O-])=O.[K+].[K+]. The catalyst is CN(C=O)C.CCOC(C)=O. The product is [Br:1][C:2]1[CH:3]=[C:4]([F:10])[C:5]([F:9])=[C:6]([CH:7]=1)[O:8][CH2:12][CH2:13][CH2:14][C:15]([O:17][CH2:18][CH3:19])=[O:16]. The yield is 0.910. (2) The reactants are [N:1]1[C:10]2[CH2:9][CH2:8][CH2:7][CH2:6][C:5]=2[CH:4]=[CH:3][CH:2]=1.ClC1C=CC=C(C(OO)=[O:19])C=1. The catalyst is C(OCC)(=O)C. The product is [N+:1]1([O-:19])[C:10]2[CH2:9][CH2:8][CH2:7][CH2:6][C:5]=2[CH:4]=[CH:3][CH:2]=1. The yield is 0.970. (3) The reactants are [C:1]([O:5][C:6]([NH:8][C@@H:9]([CH2:13][C:14]#[CH:15])[C:10](O)=[O:11])=[O:7])([CH3:4])([CH3:3])[CH3:2].CCN=C=NCCCN(C)C.C1C=CC2N(O)N=NC=2C=1.I.[C:38]([S:41][CH3:42])(=[NH:40])[NH2:39].CCN(C(C)C)C(C)C. The catalyst is ClCCl. The product is [NH:39]=[C:38]([NH:40][C:10](=[O:11])[C@@H:9]([NH:8][C:6](=[O:7])[O:5][C:1]([CH3:4])([CH3:3])[CH3:2])[CH2:13][C:14]#[CH:15])[S:41][CH3:42]. The yield is 0.600. (4) The reactants are [CH:1]1([CH2:4][O:5][NH2:6])[CH2:3][CH2:2]1.C([O:9][C:10]([C:12]1[C:17]([NH:18][C:19]2[CH:24]=[CH:23][C:22]([CH3:25])=[CH:21][C:20]=2[F:26])=[C:16]([CH3:27])[C:15](=[O:28])[N:14]([CH3:29])[C:13]=1[CH3:30])=O)C.C[Si]([N-][Si](C)(C)C)(C)C.[Li+]. The catalyst is C1COCC1. The product is [CH:1]1([CH2:4][O:5][NH:6][C:10]([C:12]2[C:17]([NH:18][C:19]3[CH:24]=[CH:23][C:22]([CH3:25])=[CH:21][C:20]=3[F:26])=[C:16]([CH3:27])[C:15](=[O:28])[N:14]([CH3:29])[C:13]=2[CH3:30])=[O:9])[CH2:3][CH2:2]1. The yield is 0.400. (5) The reactants are [NH:1]1[C:5]2=[N:6][CH:7]=[CH:8][CH:9]=[C:4]2[C:3]([C:10]([C:12]2[CH:13]=[N:14][C:15]([NH:18][CH2:19][C:20]3[CH:25]=[CH:24][C:23]([C:26]([F:29])([F:28])[F:27])=[CH:22][CH:21]=3)=[CH:16][CH:17]=2)=[O:11])=[CH:2]1.[BH4-].[Na+].O. The catalyst is CN(C)C=O.C(O)C. The product is [NH:1]1[C:5]2=[N:6][CH:7]=[CH:8][CH:9]=[C:4]2[C:3]([CH:10]([C:12]2[CH:13]=[N:14][C:15]([NH:18][CH2:19][C:20]3[CH:25]=[CH:24][C:23]([C:26]([F:27])([F:29])[F:28])=[CH:22][CH:21]=3)=[CH:16][CH:17]=2)[OH:11])=[CH:2]1. The yield is 0.300. (6) The reactants are C([O:5][C:6]([C:8]1([CH2:11][CH2:12][CH2:13][CH2:14][CH2:15][C:16](=[O:30])[CH2:17][CH2:18][CH2:19][CH2:20][CH2:21][C:22]([CH3:29])([CH3:28])[C:23]([O:25]CC)=[O:24])[CH2:10][CH2:9]1)=[O:7])(C)(C)C.[OH-].[Na+]. The catalyst is C(O)=O.CCO.O. The product is [C:6]([C:8]1([CH2:11][CH2:12][CH2:13][CH2:14][CH2:15][C:16](=[O:30])[CH2:17][CH2:18][CH2:19][CH2:20][CH2:21][C:22]([CH3:28])([CH3:29])[C:23]([OH:25])=[O:24])[CH2:10][CH2:9]1)([OH:7])=[O:5]. The yield is 0.570.